From a dataset of Reaction yield outcomes from USPTO patents with 853,638 reactions. Predict the reaction yield, written as a fraction of the theoretical maximum amount of product (1.0 means a 100% yield; for example, 0.34 means a 34% yield). (1) The reactants are [Cl:1][C:2]1[CH:7]=[C:6](I)[C:5]([Cl:9])=[CH:4][N:3]=1.[NH2:10][C:11]1[CH:18]=[CH:17][C:16]([Cl:19])=[CH:15][C:12]=1[C:13]#[N:14].[O-]P(OP(OP([O-])([O-])=O)([O-])=O)(=O)[O-].[K+].[K+].[K+].[K+].[K+].C1C=CC(P(C2C(OC3C(P(C4C=CC=CC=4)C4C=CC=CC=4)=CC=CC=3)=CC=CC=2)C2C=CC=CC=2)=CC=1. The catalyst is O1CCOCC1.C([O-])(=O)C.[Pd+2].C([O-])(=O)C. The product is [Cl:19][C:16]1[CH:17]=[CH:18][C:11]([NH:10][C:6]2[C:5]([Cl:9])=[CH:4][N:3]=[C:2]([Cl:1])[CH:7]=2)=[C:12]([CH:15]=1)[C:13]#[N:14]. The yield is 0.330. (2) The reactants are [Br:1][C:2]1[CH:3]=[C:4]2[C:9](=[CH:10][CH:11]=1)[C:8](=[O:12])[CH2:7]C[C:5]2([CH3:14])[CH3:13].BrC1C=C2C(CCC2(C)C)=CC=1. No catalyst specified. The product is [Br:1][C:2]1[CH:3]=[C:4]2[C:9](=[CH:10][CH:11]=1)[C:8](=[O:12])[CH2:7][C:5]2([CH3:13])[CH3:14]. The yield is 0.750. (3) The reactants are [NH2:1][C:2]1[CH:11]=[CH:10][CH:9]=[C:8]2[C:3]=1[CH:4]=[C:5]([C:12]([O:14][CH3:15])=[O:13])[N:6]=[CH:7]2.C1(C)C=CC=CC=1.[Cl:23][C:24]1[CH:29]=[C:28]([Cl:30])[CH:27]=[CH:26][C:25]=1[CH2:31][N:32]=[C:33]=[O:34]. The catalyst is C1COCC1. The product is [Cl:23][C:24]1[CH:29]=[C:28]([Cl:30])[CH:27]=[CH:26][C:25]=1[CH2:31][NH:32][C:33]([NH:1][C:2]1[CH:11]=[CH:10][CH:9]=[C:8]2[C:3]=1[CH:4]=[C:5]([C:12]([O:14][CH3:15])=[O:13])[N:6]=[CH:7]2)=[O:34]. The yield is 0.730. (4) The reactants are [CH2:1]([C:8]1[CH:13]=[CH:12][C:11]([N+:14]([O-:16])=[O:15])=[CH:10][CH:9]=1)[C:2]1[CH:7]=[CH:6][CH:5]=[CH:4][CH:3]=1.[Cl:17][S:18](O)(=[O:20])=[O:19]. The catalyst is ClCCl. The product is [Cl:17][S:18]([C:5]1[CH:4]=[CH:3][C:2]([CH2:1][C:8]2[CH:13]=[CH:12][C:11]([N+:14]([O-:16])=[O:15])=[CH:10][CH:9]=2)=[CH:7][CH:6]=1)(=[O:20])=[O:19]. The yield is 0.780. (5) The reactants are [CH2:1]([O:8][C@H:9]1[C@H:16]([O:17][CH2:18][C:19]2[CH:24]=[CH:23][CH:22]=[CH:21][CH:20]=2)[C@@H:15]([CH2:25][O:26]CC2C=CC(Cl)=CC=2)[O:14][C@@H:11]([O:12][CH3:13])[C@@H:10]1[O:35][Si:36]([C:39]([CH3:42])([CH3:41])[CH3:40])([CH3:38])[CH3:37])[C:2]1[CH:7]=[CH:6][CH:5]=[CH:4][CH:3]=1.CNC1C=CC=CC=1.CC([O-])(C)C.[Na+]. The catalyst is CC([O-])=O.CC([O-])=O.[Pd+2].[Cl-].[Cl-].[Zn+2]. The product is [CH2:1]([O:8][C@H:9]1[C@H:16]([O:17][CH2:18][C:19]2[CH:20]=[CH:21][CH:22]=[CH:23][CH:24]=2)[C@@H:15]([CH2:25][OH:26])[O:14][C@@H:11]([O:12][CH3:13])[C@@H:10]1[O:35][Si:36]([C:39]([CH3:42])([CH3:41])[CH3:40])([CH3:38])[CH3:37])[C:2]1[CH:7]=[CH:6][CH:5]=[CH:4][CH:3]=1. The yield is 0.800. (6) The reactants are [C:1]([C:3]1[CH:27]=[CH:26][C:6]([O:7][CH2:8][CH2:9][N:10]([CH2:15][CH2:16][N:17]2[CH2:24][CH:23]3[O:25][CH:19]([CH2:20][NH:21][CH2:22]3)[CH2:18]2)[S:11]([CH3:14])(=[O:13])=[O:12])=[CH:5][CH:4]=1)#[N:2].[N:28]1[CH:33]=[CH:32][CH:31]=[C:30]([CH:34]=O)[CH:29]=1.C(O[BH-](OC(=O)C)OC(=O)C)(=O)C.[Na+]. The catalyst is C(Cl)Cl. The product is [C:1]([C:3]1[CH:4]=[CH:5][C:6]([O:7][CH2:8][CH2:9][N:10]([CH2:15][CH2:16][N:17]2[CH2:24][CH:23]3[O:25][CH:19]([CH2:20][N:21]([CH2:34][C:30]4[CH:29]=[N:28][CH:33]=[CH:32][CH:31]=4)[CH2:22]3)[CH2:18]2)[S:11]([CH3:14])(=[O:13])=[O:12])=[CH:26][CH:27]=1)#[N:2]. The yield is 0.680. (7) The reactants are O[CH:2]([P:12](=[O:19])([O:16][CH2:17][CH3:18])[O:13][CH2:14][CH3:15])[C:3]1[CH:8]=[CH:7][C:6]([N+:9]([O-:11])=[O:10])=[CH:5][CH:4]=1.C(N(S(F)(F)[F:26])CC)C.OP([O-])(O)=O.[Na+]. The catalyst is ClCCl. The product is [F:26][CH:2]([P:12](=[O:19])([O:16][CH2:17][CH3:18])[O:13][CH2:14][CH3:15])[C:3]1[CH:8]=[CH:7][C:6]([N+:9]([O-:11])=[O:10])=[CH:5][CH:4]=1. The yield is 0.430.